From a dataset of Reaction yield outcomes from USPTO patents with 853,638 reactions. Predict the reaction yield, written as a fraction of the theoretical maximum amount of product (1.0 means a 100% yield; for example, 0.34 means a 34% yield). (1) The reactants are C[O:2][C:3]1[CH:12]=[C:11]2[C:6]([C:7]([NH:13][CH2:14][C:15]3[N:19]4[N:20]=[C:21]([C:24]5[CH:29]=[CH:28][CH:27]=[CH:26][CH:25]=5)[CH:22]=[CH:23][C:18]4=[N:17][N:16]=3)=[CH:8][CH:9]=[N:10]2)=[N:5][CH:4]=1.[OH-].[Na+]. The catalyst is Br.C(Cl)Cl.O. The product is [C:24]1([C:21]2[CH:22]=[CH:23][C:18]3[N:19]([C:15]([CH2:14][NH:13][C:7]4[CH:8]=[CH:9][N:10]=[C:11]5[C:6]=4[N:5]=[CH:4][C:3]([OH:2])=[CH:12]5)=[N:16][N:17]=3)[N:20]=2)[CH:25]=[CH:26][CH:27]=[CH:28][CH:29]=1. The yield is 0.796. (2) The reactants are Br[C:2]1[CH:9]=[C:8]([N:10]2[C:18]3[CH2:17][C:16]([CH3:20])([CH3:19])[CH2:15][C:14](=[O:21])[C:13]=3[C:12]([C:22]([F:25])([F:24])[F:23])=[N:11]2)[CH:7]=[CH:6][C:3]=1[C:4]#[N:5].[CH3:26][N:27]([CH3:40])[CH2:28][CH2:29][O:30][C:31]1[CH:32]=[C:33]([NH2:39])[CH:34]=[CH:35][C:36]=1[O:37][CH3:38].CC([O-:45])(C)C.[Na+].[OH-].[Na+].OO. The product is [CH3:40][N:27]([CH3:26])[CH2:28][CH2:29][O:30][C:31]1[CH:32]=[C:33]([NH:39][C:2]2[CH:9]=[C:8]([N:10]3[C:18]4[CH2:17][C:16]([CH3:20])([CH3:19])[CH2:15][C:14](=[O:21])[C:13]=4[C:12]([C:22]([F:25])([F:24])[F:23])=[N:11]3)[CH:7]=[CH:6][C:3]=2[C:4]([NH2:5])=[O:45])[CH:34]=[CH:35][C:36]=1[O:37][CH3:38]. The catalyst is C1(C)C=CC=CC=1.CC([O-])=O.CC([O-])=O.[Pd+2].C1C=CC(P(C2C=CC=CC=2)[C-]2C=CC=C2)=CC=1.C1C=CC(P(C2C=CC=CC=2)[C-]2C=CC=C2)=CC=1.[Fe+2]. The yield is 0.710. (3) The reactants are [CH3:1][O:2][C:3]1[CH:4]=[C:5]2[C:10](=[CH:11][C:12]=1[O:13][CH3:14])[N:9]=[CH:8][CH:7]=[C:6]2[O:15][C:16]1[C:22]([CH3:23])=[CH:21][C:19]([NH2:20])=[C:18]([CH3:24])[CH:17]=1.Cl[C:26](Cl)([O:28][C:29](=[O:35])OC(Cl)(Cl)Cl)Cl.[C:37]1([CH2:43]CO)[CH:42]=[CH:41][CH:40]=[CH:39][CH:38]=1.C(=O)(O)[O-].[Na+]. The catalyst is C(Cl)Cl.C(N(CC)CC)C.C1(C)C=CC=CC=1. The product is [CH3:1][O:2][C:3]1[CH:4]=[C:5]2[C:10](=[CH:11][C:12]=1[O:13][CH3:14])[N:9]=[CH:8][CH:7]=[C:6]2[O:15][C:16]1[C:22]([CH3:23])=[CH:21][C:19]([NH:20][C:29](=[O:35])[O:28][CH2:26][CH2:43][C:37]2[CH:42]=[CH:41][CH:40]=[CH:39][CH:38]=2)=[C:18]([CH3:24])[CH:17]=1. The yield is 1.00. (4) The reactants are [C:1]([CH:5]1[CH2:10][CH2:9][CH:8]([O:11][C:12]2[C:13]([CH:29]3[CH2:31][CH2:30]3)=[C:14]3[C:19](=[CH:20][CH:21]=2)[CH:18]=[C:17]([C@:22]2([CH3:28])[CH2:26][O:25]C(=O)[NH:23]2)[CH:16]=[CH:15]3)[CH2:7][CH2:6]1)([CH3:4])([CH3:3])[CH3:2].C(O)C.O.[OH-].[Li+].O. No catalyst specified. The product is [NH2:23][C@@:22]([C:17]1[CH:16]=[CH:15][C:14]2[C:19](=[CH:20][CH:21]=[C:12]([O:11][C@H:8]3[CH2:7][CH2:6][C@H:5]([C:1]([CH3:4])([CH3:3])[CH3:2])[CH2:10][CH2:9]3)[C:13]=2[CH:29]2[CH2:31][CH2:30]2)[CH:18]=1)([CH3:28])[CH2:26][OH:25]. The yield is 0.400.